Dataset: Forward reaction prediction with 1.9M reactions from USPTO patents (1976-2016). Task: Predict the product of the given reaction. Given the reactants [CH3:1][O:2][C:3]1[CH:8]=[C:7]([O:9][CH3:10])[N:6]=[C:5]([O:11][C@H:12]2[C@:15]3([C:27]4[CH:32]=[CH:31][CH:30]=[CH:29][CH:28]=4)[C:16]4[CH:26]=[CH:25][CH:24]=[CH:23][C:17]=4[N:18]([CH3:22])[C:19](=[O:21])[CH2:20][N:14]3[C:13]2=[O:33])[N:4]=1.[OH:34][Li].O, predict the reaction product. The product is: [CH3:22][N:18]1[C:17]2[CH:23]=[CH:24][CH:25]=[CH:26][C:16]=2[C@:15]([C@H:12]([O:11][C:5]2[N:4]=[C:3]([O:2][CH3:1])[CH:8]=[C:7]([O:9][CH3:10])[N:6]=2)[C:13]([OH:34])=[O:33])([C:27]2[CH:32]=[CH:31][CH:30]=[CH:29][CH:28]=2)[NH:14][CH2:20][C:19]1=[O:21].